From a dataset of CYP2C9 inhibition data for predicting drug metabolism from PubChem BioAssay. Regression/Classification. Given a drug SMILES string, predict its absorption, distribution, metabolism, or excretion properties. Task type varies by dataset: regression for continuous measurements (e.g., permeability, clearance, half-life) or binary classification for categorical outcomes (e.g., BBB penetration, CYP inhibition). Dataset: cyp2c9_veith. (1) The drug is Nc1ncncc1-c1ccc([N+](=O)[O-])cc1. The result is 0 (non-inhibitor). (2) The molecule is COc1cc2cc3c4cc(OC)c(OC)cc4cc[n+]3c(C)c2cc1OC.O.[Cl-]. The result is 0 (non-inhibitor). (3) The drug is CCCCOC(OCCCC)[C@H](O)CSc1ccc2ccccc2c1. The result is 1 (inhibitor). (4) The molecule is O=C(Cc1ccccc1)NC(NCCc1ccccc1)C(Cl)(Cl)Cl. The result is 1 (inhibitor).